From a dataset of Catalyst prediction with 721,799 reactions and 888 catalyst types from USPTO. Predict which catalyst facilitates the given reaction. (1) Reactant: [Cl:1][C:2]1[C:10]([Cl:11])=[CH:9][C:8]([C:12]2[N:13]([C:23]([O:25][C:26]([CH3:29])([CH3:28])[CH3:27])=[O:24])[C:14]3[C:19]([CH:20]=2)=[CH:18][C:17]([CH:21]=O)=[CH:16][CH:15]=3)=[C:7]2[C:3]=1[CH2:4][NH:5][C:6]2=[O:30].[OH:31][CH2:32][CH2:33][N:34]1[CH2:39][CH2:38][NH:37][CH2:36][CH2:35]1.C(O)(=O)C.C(O[BH-](OC(=O)C)OC(=O)C)(=O)C.[Na+].Cl. Product: [Cl:1][C:2]1[C:10]([Cl:11])=[CH:9][C:8]([C:12]2[N:13]([C:23]([O:25][C:26]([CH3:29])([CH3:28])[CH3:27])=[O:24])[C:14]3[C:19]([CH:20]=2)=[CH:18][C:17]([CH2:21][N:37]2[CH2:38][CH2:39][N:34]([CH2:33][CH2:32][OH:31])[CH2:35][CH2:36]2)=[CH:16][CH:15]=3)=[C:7]2[C:3]=1[CH2:4][NH:5][C:6]2=[O:30]. The catalyst class is: 10. (2) Reactant: [H-].[Al+3].[Li+].[H-].[H-].[H-].[N:7]1[CH:12]=[CH:11][CH:10]=[CH:9][C:8]=1[N:13]([C:22]1[CH:27]=[CH:26][CH:25]=[CH:24][N:23]=1)[CH2:14][C:15](OC(C)(C)C)=[O:16]. Product: [N:7]1[CH:12]=[CH:11][CH:10]=[CH:9][C:8]=1[N:13]([C:22]1[CH:27]=[CH:26][CH:25]=[CH:24][N:23]=1)[CH2:14][CH2:15][OH:16]. The catalyst class is: 165. (3) Reactant: [CH2:1]([O:8][C:9]([NH:11][C@H:12]([P:16](=[O:19])([OH:18])[OH:17])[CH:13]([CH3:15])[CH3:14])=[O:10])[C:2]1[CH:7]=[CH:6][CH:5]=[CH:4][CH:3]=1.S(Cl)(Cl)=O.[CH3:24][O:25][C:26](=[O:53])[CH:27]([C:29]1[CH:34]=[CH:33][CH:32]=[C:31]([NH:35][C:36]([NH:45][C:46]([O:48][C:49]([CH3:52])([CH3:51])[CH3:50])=[O:47])=[N:37][C:38]([O:40][C:41]([CH3:44])([CH3:43])[CH3:42])=[O:39])[CH:30]=1)O.C([O-])(O)=O.[Na+]. Product: [CH3:24][O:25][C:26](=[O:53])[CH:27]([C:29]1[CH:34]=[CH:33][CH:32]=[C:31]([NH:35][C:36]([NH:45][C:46]([O:48][C:49]([CH3:52])([CH3:51])[CH3:50])=[O:47])=[N:37][C:38]([O:40][C:41]([CH3:44])([CH3:43])[CH3:42])=[O:39])[CH:30]=1)[O:19][P:16]([C@@H:12]([NH:11][C:9]([O:8][CH2:1][C:2]1[CH:3]=[CH:4][CH:5]=[CH:6][CH:7]=1)=[O:10])[CH:13]([CH3:15])[CH3:14])([OH:18])=[O:17]. The catalyst class is: 3. (4) Reactant: Cl.[CH3:2][NH:3][CH3:4].[CH3:5][CH:6]([CH3:12])[CH2:7][CH2:8][C:9](=[O:11])[CH3:10].[CH2:13]=O.Cl.[OH-].[Na+]. Product: [CH3:2][N:3]([CH2:13][CH:8]([CH2:7][CH:6]([CH3:12])[CH3:5])[C:9](=[O:11])[CH3:10])[CH3:4]. The catalyst class is: 100.